This data is from Catalyst prediction with 721,799 reactions and 888 catalyst types from USPTO. The task is: Predict which catalyst facilitates the given reaction. Reactant: Br[C:2]1[CH:3]=[C:4]2[C:9](=[CH:10][CH:11]=1)[N:8]=[CH:7][N:6]=[C:5]2[C:12]1[CH:13]=[C:14]([CH:26]=[C:27]([F:29])[CH:28]=1)[C:15]([N:17]1[CH2:22][CH2:21][N:20]([C:23](=[O:25])[CH3:24])[CH2:19][CH2:18]1)=[O:16].[CH3:30][O:31][C:32]1[N:37]=[CH:36][C:35](B(O)O)=[CH:34][CH:33]=1.[O-]P([O-])([O-])=O.[K+].[K+].[K+]. Product: [F:29][C:27]1[CH:26]=[C:14]([CH:13]=[C:12]([C:5]2[C:4]3[C:9](=[CH:10][CH:11]=[C:2]([C:35]4[CH:36]=[N:37][C:32]([O:31][CH3:30])=[CH:33][CH:34]=4)[CH:3]=3)[N:8]=[CH:7][N:6]=2)[CH:28]=1)[C:15]([N:17]1[CH2:18][CH2:19][N:20]([C:23](=[O:25])[CH3:24])[CH2:21][CH2:22]1)=[O:16]. The catalyst class is: 235.